Dataset: Full USPTO retrosynthesis dataset with 1.9M reactions from patents (1976-2016). Task: Predict the reactants needed to synthesize the given product. (1) The reactants are: [Cl-].[CH3:2][O:3][CH2:4][P+](C1C=CC=CC=1)(C1C=CC=CC=1)C1C=CC=CC=1.[Li]CCCC.[F:29][CH:30]([F:40])[O:31][C:32]1[CH:39]=[CH:38][C:35]([CH:36]=O)=[CH:34][CH:33]=1.O. Given the product [F:29][CH:30]([F:40])[O:31][C:32]1[CH:39]=[CH:38][C:35]([CH:36]=[CH:2][O:3][CH3:4])=[CH:34][CH:33]=1, predict the reactants needed to synthesize it. (2) The reactants are: BrC1C=CC([C:6]([O:8][CH2:9][C@:10]2([CH:21]=[O:22])[C:19]3[C:14](=[CH:15][C:16]([Cl:20])=[CH:17][CH:18]=3)[CH2:13][CH2:12][CH2:11]2)=O)=CC=1.[CH:25](OC)(OC)[O:26]C.[OH-].[Na+]. Given the product [Cl:20][C:16]1[CH:15]=[C:14]2[C:19](=[CH:18][CH:17]=1)[C@:10]([CH2:21][OH:22])([CH:9]([O:8][CH3:6])[O:26][CH3:25])[CH2:11][CH2:12][CH2:13]2, predict the reactants needed to synthesize it. (3) Given the product [O:1]1[CH2:6][CH2:5][CH2:4][C@H:3]([NH:7][C:8]([C:10]2[C:18]3[C:13](=[N:14][CH:15]=[C:16]([C:19]4[C:27]5[C:22](=[CH:23][C:24]([Cl:28])=[CH:25][CH:26]=5)[N:21]([CH3:29])[N:20]=4)[N:17]=3)[NH:12][CH:11]=2)=[O:9])[CH2:2]1, predict the reactants needed to synthesize it. The reactants are: [O:1]1[CH2:6][CH2:5][CH2:4][C@H:3]([NH:7][C:8]([C:10]2[C:18]3[C:13](=[N:14][CH:15]=[C:16]([C:19]4[C:27]5[C:22](=[CH:23][C:24]([Cl:28])=[CH:25][CH:26]=5)[N:21]([CH3:29])[N:20]=4)[N:17]=3)[N:12](COCC[Si](C)(C)C)[CH:11]=2)=[O:9])[CH2:2]1.FC(F)(F)C(O)=O.C(N)CN.O. (4) Given the product [NH2:23][C:4]1[CH:3]=[C:2]([CH3:1])[CH:22]=[CH:21][C:5]=1[NH:6][C:7]1[S:11][C:10]2[CH:12]=[CH:13][CH:14]=[CH:15][C:9]=2[C:8]=1[C:16]([O:18][CH2:19][CH3:20])=[O:17], predict the reactants needed to synthesize it. The reactants are: [CH3:1][C:2]1[CH:22]=[CH:21][C:5]([NH:6][C:7]2[S:11][C:10]3[CH:12]=[CH:13][CH:14]=[CH:15][C:9]=3[C:8]=2[C:16]([O:18][CH2:19][CH3:20])=[O:17])=[C:4]([N+:23]([O-])=O)[CH:3]=1.[H][H]. (5) Given the product [CH2:14]([N:3]1[C:4]2[C:9](=[CH:8][CH:7]=[CH:6][CH:5]=2)[CH:10]=[C:2]1[CH3:1])[CH3:15], predict the reactants needed to synthesize it. The reactants are: [CH3:1][C:2]1[NH:3][C:4]2[C:9]([CH:10]=1)=[CH:8][CH:7]=[CH:6][CH:5]=2.[OH-].[K+].I[CH2:14][CH3:15]. (6) Given the product [Si:1]([O:8][C@H:9]1[C:14](=[CH2:15])[C@H:13]([CH2:16][O:17][Si:19]([C:22]([CH3:25])([CH3:24])[CH3:23])([CH3:21])[CH3:20])[CH2:12][C@H:11]([OH:18])[CH2:10]1)([C:4]([CH3:7])([CH3:6])[CH3:5])([CH3:3])[CH3:2], predict the reactants needed to synthesize it. The reactants are: [Si:1]([O:8][C@H:9]1[C:14](=[CH2:15])[C@H:13]([CH2:16][OH:17])[CH2:12][C@H:11]([OH:18])[CH2:10]1)([C:4]([CH3:7])([CH3:6])[CH3:5])([CH3:3])[CH3:2].[Si:19](C1NC=CN=1)([C:22]([CH3:25])([CH3:24])[CH3:23])([CH3:21])[CH3:20].